Dataset: Reaction yield outcomes from USPTO patents with 853,638 reactions. Task: Predict the reaction yield, written as a fraction of the theoretical maximum amount of product (1.0 means a 100% yield; for example, 0.34 means a 34% yield). (1) The reactants are [Cl:1][C:2]1[C:11]2[C:6](=[CH:7][C:8]([O:16][C:17](=[O:19])[CH3:18])=[C:9]([O:12][C:13](=[O:15])[CH3:14])[CH:10]=2)[N:5]=[CH:4][N:3]=1.[C:20]([C:22]1[CH:23]=[C:24]([CH:26]=[CH:27][CH:28]=1)[NH2:25])#[CH:21]. No catalyst specified. The product is [ClH:1].[C:20]([C:22]1[CH:23]=[C:24]([NH:25][C:2]2[C:11]3[C:6](=[CH:7][C:8]([O:16][C:17](=[O:19])[CH3:18])=[C:9]([O:12][C:13](=[O:15])[CH3:14])[CH:10]=3)[N:5]=[CH:4][N:3]=2)[CH:26]=[CH:27][CH:28]=1)#[CH:21]. The yield is 0.763. (2) The reactants are [C:1]([C:3]1[N:8]=[CH:7][C:6]([S:9]([NH:12][CH3:13])(=[O:11])=[O:10])=[CH:5][CH:4]=1)#[N:2]. The catalyst is CO.O=[Pt]=O. The product is [NH2:2][CH2:1][C:3]1[N:8]=[CH:7][C:6]([S:9]([NH:12][CH3:13])(=[O:10])=[O:11])=[CH:5][CH:4]=1. The yield is 1.00.